This data is from Forward reaction prediction with 1.9M reactions from USPTO patents (1976-2016). The task is: Predict the product of the given reaction. (1) The product is: [CH:24]([NH:27][C:19](=[O:21])[C:18]1[CH:22]=[CH:23][C:15]([O:14][CH2:13][C:3]2[C:4]([C:7]3[CH:8]=[CH:9][N:10]=[CH:11][CH:12]=3)=[N:5][O:6][C:2]=2[CH3:1])=[N:16][CH:17]=1)([CH3:26])[CH3:25]. Given the reactants [CH3:1][C:2]1[O:6][N:5]=[C:4]([C:7]2[CH:12]=[CH:11][N:10]=[CH:9][CH:8]=2)[C:3]=1[CH2:13][O:14][C:15]1[CH:23]=[CH:22][C:18]([C:19]([OH:21])=O)=[CH:17][N:16]=1.[CH:24]([NH2:27])([CH3:26])[CH3:25], predict the reaction product. (2) Given the reactants [I:1][C:2]1[C:7]2[N:8]=[C:9]([NH:11][CH:12]3[CH2:17][CH2:16][NH:15][CH2:14][CH2:13]3)[O:10][C:6]=2[CH:5]=[CH:4][CH:3]=1.[CH2:18]([O:20][C:21]1[CH:22]=[C:23]([CH:26]=[CH:27][C:28]=1[O:29][CH3:30])[CH:24]=O)[CH3:19].C([BH3-])#N.[Na+].C(N(C(C)C)C(C)C)C, predict the reaction product. The product is: [CH2:18]([O:20][C:21]1[CH:22]=[C:23]([CH:26]=[CH:27][C:28]=1[O:29][CH3:30])[CH2:24][N:15]1[CH2:16][CH2:17][CH:12]([NH:11][C:9]2[O:10][C:6]3[CH:5]=[CH:4][CH:3]=[C:2]([I:1])[C:7]=3[N:8]=2)[CH2:13][CH2:14]1)[CH3:19]. (3) The product is: [F:30][C:4]1[CH:5]=[C:6]([N:9]2[C:13]([CH3:15])([CH3:14])[C:12](=[O:16])[N:11]([C:17]3[CH:24]=[CH:23][C:20]([C:21]#[N:22])=[C:19]([C:25]([F:27])([F:26])[F:28])[CH:18]=3)[C:10]2=[S:29])[CH:7]=[CH:8][C:3]=1[CH2:2][N:31]1[CH2:36][CH2:35][CH2:34][CH2:33][CH2:32]1. Given the reactants Cl[CH2:2][C:3]1[CH:8]=[CH:7][C:6]([N:9]2[C:13]([CH3:15])([CH3:14])[C:12](=[O:16])[N:11]([C:17]3[CH:24]=[CH:23][C:20]([C:21]#[N:22])=[C:19]([C:25]([F:28])([F:27])[F:26])[CH:18]=3)[C:10]2=[S:29])=[CH:5][C:4]=1[F:30].[NH:31]1[CH2:36][CH2:35][CH2:34][CH2:33][CH2:32]1, predict the reaction product.